Dataset: Full USPTO retrosynthesis dataset with 1.9M reactions from patents (1976-2016). Task: Predict the reactants needed to synthesize the given product. (1) Given the product [Br:1][C:2]1[CH:3]=[CH:4][C:5]([N:9]2[CH2:14][CH2:13][NH:12][CH2:11][CH2:10]2)=[N:6][CH:7]=1, predict the reactants needed to synthesize it. The reactants are: [Br:1][C:2]1[CH:3]=[CH:4][C:5](Cl)=[N:6][CH:7]=1.[NH:9]1[CH2:14][CH2:13][NH:12][CH2:11][CH2:10]1. (2) Given the product [Cl:26][C:2]1[CH:7]=[CH:6][N:5]=[C:4]([C:8]([F:11])([F:10])[F:9])[CH:3]=1, predict the reactants needed to synthesize it. The reactants are: O[C:2]1[CH:7]=[CH:6][N:5]=[C:4]([C:8]([F:11])([F:10])[F:9])[CH:3]=1.C1CCCCC1.CN(C=O)C.C(Cl)(=O)C([Cl:26])=O. (3) Given the product [F:1][C:2]1[CH:9]=[C:8]([N:10]2[C:14]([CH3:15])=[C:13]([CH2:16][CH2:17][C:18]3[CH:19]=[CH:20][C:21]([F:24])=[CH:22][CH:23]=3)[C:12]([CH3:25])=[N:11]2)[CH:7]=[CH:6][C:3]=1[C:4]#[N:5], predict the reactants needed to synthesize it. The reactants are: [F:1][C:2]1[CH:9]=[C:8]([N:10]2[C:14]([CH3:15])=[C:13](/[CH:16]=[CH:17]/[C:18]3[CH:23]=[CH:22][C:21]([F:24])=[CH:20][CH:19]=3)[C:12]([CH3:25])=[N:11]2)[CH:7]=[CH:6][C:3]=1[C:4]#[N:5]. (4) Given the product [Cl:1][C:2]1[CH:3]=[C:4]([S:9]([CH2:11][C:12]2[CH:17]=[CH:16][C:15]([F:18])=[CH:14][CH:13]=2)(=[O:20])=[O:25])[CH:5]=[CH:6][C:7]=1[F:8], predict the reactants needed to synthesize it. The reactants are: [Cl:1][C:2]1[CH:3]=[C:4]([SH:9])[CH:5]=[CH:6][C:7]=1[F:8].Br[CH2:11][C:12]1[CH:17]=[CH:16][C:15]([F:18])=[CH:14][CH:13]=1.C(=O)([O-])[O-:20].[K+].[K+].[OH2:25]. (5) Given the product [O:4]1[C:12]2[CH:11]=[CH:10][N:9]=[C:8]([N:13]3[CH2:18][CH2:17][N:16]([CH2:19][CH2:20][C@H:21]4[CH2:26][CH2:25][C@H:24]([NH:27][S:37]([N:36]([CH3:41])[CH3:35])(=[O:39])=[O:38])[CH2:23][CH2:22]4)[CH2:15][CH2:14]3)[C:7]=2[CH:6]=[CH:5]1, predict the reactants needed to synthesize it. The reactants are: Cl.Cl.Cl.[O:4]1[C:12]2[CH:11]=[CH:10][N:9]=[C:8]([N:13]3[CH2:18][CH2:17][N:16]([CH2:19][CH2:20][C@H:21]4[CH2:26][CH2:25][C@H:24]([NH2:27])[CH2:23][CH2:22]4)[CH2:15][CH2:14]3)[C:7]=2[CH:6]=[CH:5]1.CCN(CC)CC.[CH3:35][N:36]([CH3:41])[S:37](Cl)(=[O:39])=[O:38].O. (6) Given the product [O:1]1[CH2:6][CH2:5][N:4]([CH2:7][C:8]2[CH:9]=[CH:10][C:11]([CH2:14][NH2:15])=[N:12][CH:13]=2)[CH2:3][CH2:2]1, predict the reactants needed to synthesize it. The reactants are: [O:1]1[CH2:6][CH2:5][N:4]([CH2:7][C:8]2[CH:9]=[CH:10][C:11]([C:14]#[N:15])=[N:12][CH:13]=2)[CH2:3][CH2:2]1.CC1C=CC(S(O)(=O)=O)=CC=1. (7) Given the product [F:14][C:13]([F:16])([F:15])[C:10]([CH2:12][NH:37][C:36]1[N:35]=[C:34]([CH3:38])[N:33]=[C:32]2[N:28]([C:25]3[CH:26]=[CH:27][C:22]([F:21])=[CH:23][CH:24]=3)[N:29]=[CH:30][C:31]=12)([OH:11])[CH2:9][C:8]([C:6]1[CH:7]=[C:2]([F:1])[CH:3]=[CH:4][C:5]=1[O:19][CH3:20])([CH3:18])[CH3:17], predict the reactants needed to synthesize it. The reactants are: [F:1][C:2]1[CH:3]=[CH:4][C:5]([O:19][CH3:20])=[C:6]([C:8]([CH3:18])([CH3:17])[CH2:9][C:10]2([C:13]([F:16])([F:15])[F:14])[CH2:12][O:11]2)[CH:7]=1.[F:21][C:22]1[CH:27]=[CH:26][C:25]([N:28]2[C:32]3=[N:33][C:34]([CH3:38])=[N:35][C:36]([NH2:37])=[C:31]3[CH:30]=[N:29]2)=[CH:24][CH:23]=1. (8) The reactants are: [CH3:1][C:2]1[S:6][C:5]([C:7]2[CH:12]=[CH:11][CH:10]=[CH:9][CH:8]=2)=[N:4][C:3]=1[CH2:13][O:14][C:15]1[N:20]=[CH:19][C:18]([CH2:21][OH:22])=[CH:17][CH:16]=1.O[C:24]1[CH:29]=[CH:28][CH:27]=[CH:26][C:25]=1[CH2:30][C:31]([O:33][CH3:34])=[O:32].C(P(CCCC)CCCC)CCC.N(C(N1CCCCC1)=O)=NC(N1CCCCC1)=O. Given the product [CH3:1][C:2]1[S:6][C:5]([C:7]2[CH:12]=[CH:11][CH:10]=[CH:9][CH:8]=2)=[N:4][C:3]=1[CH2:13][O:14][C:15]1[N:20]=[CH:19][C:18]([CH2:21][O:22][C:24]2[CH:29]=[CH:28][CH:27]=[CH:26][C:25]=2[CH2:30][C:31]([O:33][CH3:34])=[O:32])=[CH:17][CH:16]=1, predict the reactants needed to synthesize it.